From a dataset of Forward reaction prediction with 1.9M reactions from USPTO patents (1976-2016). Predict the product of the given reaction. Given the reactants [F:1][C:2]([F:14])([F:13])[C:3]1[CH:12]=[CH:11][C:6]([C:7](OC)=[O:8])=[CH:5][N:4]=1.[BH4-].[Na+], predict the reaction product. The product is: [F:13][C:2]([F:1])([F:14])[C:3]1[N:4]=[CH:5][C:6]([CH2:7][OH:8])=[CH:11][CH:12]=1.